This data is from hERG Central: cardiac toxicity at 1µM, 10µM, and general inhibition. The task is: Predict hERG channel inhibition at various concentrations. Results: hERG_inhib (hERG inhibition (general)): blocker. The molecule is O=C(NCCSCc1ccccc1)c1ccc(Cl)c(S(=O)(=O)N2CCOCC2)c1.